Task: Predict the reaction yield, written as a fraction of the theoretical maximum amount of product (1.0 means a 100% yield; for example, 0.34 means a 34% yield).. Dataset: Reaction yield outcomes from USPTO patents with 853,638 reactions (1) The reactants are [F:1][C:2]1[CH:3]=[CH:4][C:5]2[O:10][CH2:9][C:8](=[O:11])[N:7]([CH2:12][C@H:13]([CH3:16])[CH2:14]I)[C:6]=2[CH:17]=1.[CH2:18]([CH:22]1[CH2:27][CH2:26][NH:25][CH2:24][CH2:23]1)[CH2:19][CH2:20][CH3:21]. The catalyst is CCCCCCC.CCOC(C)=O. The product is [CH2:18]([CH:22]1[CH2:27][CH2:26][N:25]([CH2:14][C@@H:13]([CH3:16])[CH2:12][N:7]2[C:6]3[CH:17]=[C:2]([F:1])[CH:3]=[CH:4][C:5]=3[O:10][CH2:9][C:8]2=[O:11])[CH2:24][CH2:23]1)[CH2:19][CH2:20][CH3:21]. The yield is 0.580. (2) The reactants are [OH-].[K+].C[O:4][C:5]([C:7]1[CH:15]=[C:14]2[C:10]([CH2:11][CH2:12][N:13]2[C:16]([O:18][C:19]([CH3:22])([CH3:21])[CH3:20])=[O:17])=[C:9]([O:23][CH3:24])[CH:8]=1)=[O:6].CO. The catalyst is O1CCCC1. The product is [C:19]([O:18][C:16]([N:13]1[C:14]2[C:10](=[C:9]([O:23][CH3:24])[CH:8]=[C:7]([C:5]([OH:6])=[O:4])[CH:15]=2)[CH2:11][CH2:12]1)=[O:17])([CH3:22])([CH3:21])[CH3:20]. The yield is 0.880. (3) The reactants are [NH2:1][C:2]1[C:3]([C:12]([C:14]2[CH:19]=[CH:18][C:17]([F:20])=[CH:16][C:15]=2[CH3:21])=O)=[CH:4][CH:5]=[C:6]2[C:11]=1[N:10]=[CH:9][CH:8]=[CH:7]2.[CH3:22][NH:23][S:24](Cl)(=[O:26])=[O:25].[BH4-].[Na+]. The catalyst is N1C=CC=CC=1. The product is [F:20][C:17]1[CH:18]=[CH:19][C:14]([CH:12]2[C:3]3[CH:4]=[CH:5][C:6]4[C:11](=[N:10][CH:9]=[CH:8][CH:7]=4)[C:2]=3[NH:1][S:24](=[O:26])(=[O:25])[N:23]2[CH3:22])=[C:15]([CH3:21])[CH:16]=1. The yield is 0.160.